Predict which catalyst facilitates the given reaction. From a dataset of Catalyst prediction with 721,799 reactions and 888 catalyst types from USPTO. (1) Reactant: [N:1]12[CH2:8][CH2:7][CH:4]([CH2:5][CH2:6]1)[C@@H:3]([O:9][C:10]([C:12]1([C:19]3[CH:24]=[CH:23][CH:22]=[CH:21][CH:20]=3)[CH2:18][CH2:17][CH2:16][CH2:15][CH2:14][CH2:13]1)=[O:11])[CH2:2]2.[Br:25][CH2:26][C:27]([NH:29][C:30]1[CH:35]=[CH:34][C:33]([CH3:36])=[CH:32][CH:31]=1)=[O:28]. Product: [Br-:25].[C:19]1([C:12]2([C:10]([O:9][C@@H:3]3[CH:4]4[CH2:7][CH2:8][N+:1]([CH2:26][C:27](=[O:28])[NH:29][C:30]5[CH:35]=[CH:34][C:33]([CH3:36])=[CH:32][CH:31]=5)([CH2:6][CH2:5]4)[CH2:2]3)=[O:11])[CH2:18][CH2:17][CH2:16][CH2:15][CH2:14][CH2:13]2)[CH:20]=[CH:21][CH:22]=[CH:23][CH:24]=1. The catalyst class is: 10. (2) Reactant: [C:1]1([O:7][Si](CC2C=CC=CC=2C2C3C(=CC=CC=3)C=CC=2)(C)C)CCCC[CH:2]=1.C1(=O)CCCCC1.C([N-]C(C)C)(C)C.[Li+].C1(C2C=CC=CC=2C[Si](Cl)(C)C)C2C(=CC=CC=2)C=CC=1.[H][H].[C:66]([C:74]1[CH:79]=[CH:78][CH:77]=[CH:76][CH:75]=1)(=[O:73])C1C=CC=CC=1. Product: [C:1]([O:73][CH2:66][C:74]1[CH:75]=[CH:76][CH:77]=[CH:78][CH:79]=1)(=[O:7])[CH3:2]. The catalyst class is: 21. (3) Reactant: [C:1]([O:6][CH2:7][CH2:8][CH2:9][Si:10](C)(C)[O:11]C)(=[O:5])[C:2]([CH3:4])=[CH2:3].CO.[CH3:17][Si:18]([O:28][CH3:29])([O:26][CH3:27])[O:19][Si:20]([CH3:25])(OC)[O:21][CH3:22]. Product: [C:1]([O:6][CH2:7][CH2:8][CH2:9][SiH2:10][O:11][Si:20]([CH3:25])([O:21][CH3:22])[O:19][Si:18]([CH3:17])([O:28][CH3:29])[O:26][CH3:27])(=[O:5])[C:2]([CH3:4])=[CH2:3]. The catalyst class is: 15.